Predict the product of the given reaction. From a dataset of Forward reaction prediction with 1.9M reactions from USPTO patents (1976-2016). (1) Given the reactants Br[C:2]1[CH:7]=[CH:6][C:5]([Br:8])=[CH:4][C:3]=1[N+:9]([O-])=O.[C:12](O)([CH3:15])(C)[CH3:13].[CH:17]1([NH2:20])CC1.C(=O)([O-])[O-].[K+].[K+], predict the reaction product. The product is: [Br:8][C:5]1[CH:6]=[CH:7][C:2]2[N:20]([CH:15]3[CH2:12][CH2:13]3)[CH:17]=[N:9][C:3]=2[CH:4]=1. (2) Given the reactants [CH3:1][O:2][C:3]1[CH:4]=[C:5]2[C:10](=[CH:11][C:12]=1[N+:13]([O-:15])=[O:14])[NH:9][CH2:8][CH2:7][CH2:6]2.[CH3:16][N:17]1[CH2:24][CH2:23][CH2:22][C@H:18]1[C:19](O)=[O:20].CN(C(ON1N=NC2C=CC=NC1=2)=[N+](C)C)C.F[P-](F)(F)(F)(F)F.CCN(C(C)C)C(C)C, predict the reaction product. The product is: [CH3:1][O:2][C:3]1[CH:4]=[C:5]2[C:10](=[CH:11][C:12]=1[N+:13]([O-:15])=[O:14])[N:9]([C:19](=[O:20])[C@@H:18]1[CH2:22][CH2:23][CH2:24][N:17]1[CH3:16])[CH2:8][CH2:7][CH2:6]2. (3) Given the reactants C(OC(=O)[NH:7][C@@H:8]1[CH2:13][CH2:12][CH2:11][N:10]([C:14]([C:16]2[CH:38]=[CH:37][C:19]3[N:20]([CH3:36])[C:21]([C:23]4[N:33]([CH2:34][CH3:35])[C:26]5=[CH:27][N:28]=[C:29]([O:31][CH3:32])[CH:30]=[C:25]5[CH:24]=4)=[N:22][C:18]=3[CH:17]=2)=[O:15])[CH2:9]1)(C)(C)C.C(O)(C(F)(F)F)=O, predict the reaction product. The product is: [NH2:7][C@@H:8]1[CH2:13][CH2:12][CH2:11][N:10]([C:14]([C:16]2[CH:38]=[CH:37][C:19]3[N:20]([CH3:36])[C:21]([C:23]4[N:33]([CH2:34][CH3:35])[C:26]5=[CH:27][N:28]=[C:29]([O:31][CH3:32])[CH:30]=[C:25]5[CH:24]=4)=[N:22][C:18]=3[CH:17]=2)=[O:15])[CH2:9]1. (4) Given the reactants Cl[C:2]1[N:3]=[N:4][C:5](Cl)=[CH:6][CH:7]=1.[NH:9]1[CH2:14][CH2:13][O:12][CH2:11][CH2:10]1, predict the reaction product. The product is: [O:12]1[CH2:13][CH2:14][N:9]([C:2]2[N:3]=[N:4][C:5]([N:9]3[CH2:14][CH2:13][O:12][CH2:11][CH2:10]3)=[CH:6][CH:7]=2)[CH2:10][CH2:11]1. (5) Given the reactants [Cl:1][C:2]1[CH:11]=[C:10]2[C:5]([CH:6]=[CH:7][C:8]([CH2:12][N:13]3[CH:17]=[C:16]([C:18]([NH:20][CH2:21][C:22]4[C:23]([CH3:37])=[CH:24][C:25]([NH:29]C(=O)OC(C)(C)C)=[N:26][C:27]=4[CH3:28])=[O:19])[CH:15]=[N:14]3)=[N:9]2)=[CH:4][CH:3]=1.C(O)(C(F)(F)F)=O, predict the reaction product. The product is: [NH2:29][C:25]1[N:26]=[C:27]([CH3:28])[C:22]([CH2:21][NH:20][C:18]([C:16]2[CH:15]=[N:14][N:13]([CH2:12][C:8]3[CH:7]=[CH:6][C:5]4[C:10](=[CH:11][C:2]([Cl:1])=[CH:3][CH:4]=4)[N:9]=3)[CH:17]=2)=[O:19])=[C:23]([CH3:37])[CH:24]=1. (6) Given the reactants [NH2:1][C:2]1[S:3][CH:4]=[C:5]([Br:11])[C:6]=1[C:7]([O:9][CH3:10])=[O:8].[N:12]1[C:21]2[C:16](=[C:17]([CH2:22][C:23](O)=[O:24])[CH:18]=[CH:19][CH:20]=2)[CH:15]=[CH:14][CH:13]=1, predict the reaction product. The product is: [Br:11][C:5]1[C:6]([C:7]([O:9][CH3:10])=[O:8])=[C:2]([NH:1][C:23](=[O:24])[CH2:22][C:17]2[CH:18]=[CH:19][CH:20]=[C:21]3[C:16]=2[CH:15]=[CH:14][CH:13]=[N:12]3)[S:3][CH:4]=1. (7) Given the reactants [CH:1]([CH:4]1[C:8](=[O:9])[O:7][CH:6]([C:10]2[CH:15]=[CH:14][C:13]([C:16]3[C:17]([C:22]#[N:23])=[CH:18][CH:19]=[CH:20][CH:21]=3)=[CH:12][CH:11]=2)[N:5]1[C:24](=[O:29])[CH2:25][CH2:26][CH2:27][CH3:28])([CH3:3])[CH3:2].C([O-])=O.[NH4+], predict the reaction product. The product is: [C:22]([C:17]1[CH:18]=[CH:19][CH:20]=[CH:21][C:16]=1[C:13]1[CH:14]=[CH:15][C:10]([CH2:6][N:5]([C:24](=[O:29])[CH2:25][CH2:26][CH2:27][CH3:28])[CH:4]([CH:1]([CH3:3])[CH3:2])[C:8]([OH:9])=[O:7])=[CH:11][CH:12]=1)#[N:23]. (8) Given the reactants FC(F)(F)S(O[C:7]1[C:16]([O:17][CH3:18])=[CH:15][C:14]2[N:13]=[CH:12][C:11]3[N:19]([CH3:32])[C:20](=[O:31])[N:21]([C:22]4[CH:27]=[CH:26][C:25]([C:28]#[N:29])=[CH:24][C:23]=4[F:30])[C:10]=3[C:9]=2[CH:8]=1)(=O)=O.CC1(C)C(C)(C)OB(/[CH:43]=[CH:44]/[C:45]2[CH:49]=[CH:48][S:47][CH:46]=2)O1.P([O-])([O-])([O-])=O.[K+].[K+].[K+], predict the reaction product. The product is: [F:30][C:23]1[CH:24]=[C:25]([CH:26]=[CH:27][C:22]=1[N:21]1[C:10]2[C:9]3[CH:8]=[C:7](/[CH:43]=[CH:44]/[C:45]4[CH:49]=[CH:48][S:47][CH:46]=4)[C:16]([O:17][CH3:18])=[CH:15][C:14]=3[N:13]=[CH:12][C:11]=2[N:19]([CH3:32])[C:20]1=[O:31])[C:28]#[N:29]. (9) The product is: [Br:14][C:11]1[CH:12]=[CH:13][C:8]([C:5]2[CH:6]=[CH:7][C:2]([N:17]3[CH:18]=[CH:19][N:20]=[C:16]3[CH3:15])=[CH:3][CH:4]=2)=[CH:9][CH:10]=1. Given the reactants Br[C:2]1[CH:7]=[CH:6][C:5]([C:8]2[CH:13]=[CH:12][C:11]([Br:14])=[CH:10][CH:9]=2)=[CH:4][CH:3]=1.[CH3:15][CH:16]1[NH:20][CH:19]=[CH:18][NH:17]1.C(=O)([O-])[O-].[Cs+].[Cs+], predict the reaction product. (10) Given the reactants Cl[C:2]1[CH:7]=[C:6]([Cl:8])[N:5]=[CH:4][N:3]=1.Cl.[S:10]([N:14]1[CH2:19][CH2:18][NH:17][CH2:16][CH2:15]1)([CH3:13])(=[O:12])=[O:11].C(N(CC)CC)C, predict the reaction product. The product is: [Cl:8][C:6]1[N:5]=[CH:4][N:3]=[C:2]([N:17]2[CH2:18][CH2:19][N:14]([S:10]([CH3:13])(=[O:12])=[O:11])[CH2:15][CH2:16]2)[CH:7]=1.